Dataset: Catalyst prediction with 721,799 reactions and 888 catalyst types from USPTO. Task: Predict which catalyst facilitates the given reaction. (1) Reactant: [O:1]([C:9]1[CH:14]=[CH:13][C:12]([C:15]([C:20]2[CH:25]=[CH:24][C:23](OS(C(F)(F)F)(=O)=O)=[C:22]([CH3:34])[CH:21]=2)([CH2:18][CH3:19])[CH2:16][CH3:17])=[CH:11][C:10]=1[CH3:35])[Si:2]([C:5]([CH3:8])([CH3:7])[CH3:6])([CH3:4])[CH3:3].CN(C=O)C.[CH3:41][C:42]([OH:46])([C:44]#[CH:45])[CH3:43]. Product: [O:1]([C:9]1[CH:14]=[CH:13][C:12]([C:15]([C:20]2[CH:25]=[CH:24][C:23]([C:45]#[C:44][C:42]([CH3:43])([OH:46])[CH3:41])=[C:22]([CH3:34])[CH:21]=2)([CH2:18][CH3:19])[CH2:16][CH3:17])=[CH:11][C:10]=1[CH3:35])[Si:2]([C:5]([CH3:7])([CH3:8])[CH3:6])([CH3:4])[CH3:3]. The catalyst class is: 28. (2) Reactant: [C:1]([O:9][CH:10]([C:20]1[CH:25]=[CH:24][N:23]=[CH:22][CH:21]=1)[C:11]([C:13]1[CH:18]=[CH:17][C:16]([F:19])=[CH:15][CH:14]=1)=O)(=O)[C:2]1[CH:7]=[CH:6][CH:5]=[CH:4][CH:3]=1.C([O-])(=O)C.[NH4+:30].[NH4+].[OH-]. Product: [F:19][C:16]1[CH:17]=[CH:18][C:13]([C:11]2[N:30]=[C:1]([C:2]3[CH:7]=[CH:6][CH:5]=[CH:4][CH:3]=3)[O:9][C:10]=2[C:20]2[CH:25]=[CH:24][N:23]=[CH:22][CH:21]=2)=[CH:14][CH:15]=1. The catalyst class is: 15. (3) Reactant: [Cl:1][C:2]1[S:3][C:4]([C:9]([O:11][CH2:12][CH3:13])=[O:10])=[C:5]([C:7]#[N:8])[N:6]=1.[N:14]([Si](C)(C)C)=[N+:15]=[N-:16].C[Sn](=O)C. Product: [Cl:1][C:2]1[S:3][C:4]([C:9]([O:11][CH2:12][CH3:13])=[O:10])=[C:5]([C:7]2[NH:16][N:15]=[N:14][N:8]=2)[N:6]=1. The catalyst class is: 12. (4) Reactant: C(N(CC)CC)C.[F:8][C:9]1[CH:17]=[CH:16][C:12]([C:13](Cl)=[O:14])=[CH:11][CH:10]=1.[CH2:18]([O:25][C:26]1[C:27]([CH3:35])=[C:28]([CH3:34])[C:29]([NH2:33])=[N:30][C:31]=1[CH3:32])[C:19]1[CH:24]=[CH:23][CH:22]=[CH:21][CH:20]=1. Product: [CH2:18]([O:25][C:26]1[C:27]([CH3:35])=[C:28]([CH3:34])[C:29]([NH:33][C:13](=[O:14])[C:12]2[CH:16]=[CH:17][C:9]([F:8])=[CH:10][CH:11]=2)=[N:30][C:31]=1[CH3:32])[C:19]1[CH:20]=[CH:21][CH:22]=[CH:23][CH:24]=1. The catalyst class is: 2. (5) Reactant: C1(O[C:8](=[O:29])[NH:9][C:10]2[S:14][N:13]=[C:12]([O:15][CH2:16][C:17]3[CH:22]=[C:21]([F:23])[C:20]([CH3:24])=[CH:19][C:18]=3[F:25])[C:11]=2[C:26](=[O:28])[NH2:27])C=CC=CC=1.[N:30]1([CH2:35][CH2:36][CH2:37][CH2:38][NH2:39])[CH2:34][CH2:33][CH2:32][CH2:31]1. Product: [F:25][C:18]1[CH:19]=[C:20]([CH3:24])[C:21]([F:23])=[CH:22][C:17]=1[CH2:16][O:15][C:12]1[C:11]([C:26]([NH2:27])=[O:28])=[C:10]([NH:9][C:8]([NH:39][CH2:38][CH2:37][CH2:36][CH2:35][N:30]2[CH2:34][CH2:33][CH2:32][CH2:31]2)=[O:29])[S:14][N:13]=1. The catalyst class is: 7.